From a dataset of Forward reaction prediction with 1.9M reactions from USPTO patents (1976-2016). Predict the product of the given reaction. (1) Given the reactants Br[C:2]1[CH:3]=[N:4][N:5]([C:7]2[CH:8]=[C:9]([CH:12]=[CH:13][CH:14]=2)[C:10]#[N:11])[CH:6]=1.[B:15]1([B:15]2[O:19][C:18]([CH3:21])([CH3:20])[C:17]([CH3:23])([CH3:22])[O:16]2)[O:19][C:18]([CH3:21])([CH3:20])[C:17]([CH3:23])([CH3:22])[O:16]1.C([O-])(=O)C.[K+].C(Cl)(Cl)Cl, predict the reaction product. The product is: [CH3:22][C:17]1([CH3:23])[C:18]([CH3:21])([CH3:20])[O:19][B:15]([C:2]2[CH:3]=[N:4][N:5]([C:7]3[CH:8]=[C:9]([CH:12]=[CH:13][CH:14]=3)[C:10]#[N:11])[CH:6]=2)[O:16]1. (2) The product is: [Br:19][C:8]1[C:7]([CH3:11])=[C:4]([C:3]([O:2][CH3:1])=[CH:10][CH:9]=1)[C:5]#[N:6]. Given the reactants [CH3:1][O:2][C:3]1[CH:10]=[CH:9][CH:8]=[C:7]([CH3:11])[C:4]=1[C:5]#[N:6].C1C(=O)N([Br:19])C(=O)C1, predict the reaction product. (3) Given the reactants Cl[C:2]1[N:3]=[N:4][C:5]([O:8][CH3:9])=[CH:6][CH:7]=1.[NH:10]1[CH2:20][CH2:19][CH:13]([C:14]([O:16][CH2:17][CH3:18])=[O:15])[CH2:12][CH2:11]1.O, predict the reaction product. The product is: [CH2:17]([O:16][C:14]([CH:13]1[CH2:19][CH2:20][N:10]([C:2]2[N:3]=[N:4][C:5]([O:8][CH3:9])=[CH:6][CH:7]=2)[CH2:11][CH2:12]1)=[O:15])[CH3:18]. (4) Given the reactants CN(C)[CH:3]=[CH:4][C:5]([C:7]1[CH:8]=[C:9]([NH:13][C:14](=[O:25])[C:15]2[CH:20]=[CH:19][CH:18]=[C:17]([C:21]([F:24])([F:23])[F:22])[CH:16]=2)[CH:10]=[CH:11][CH:12]=1)=O.[CH2:27]([O:29][C:30]([C:32]1[C:33]([CH3:38])=[N:34][NH:35][C:36]=1[NH2:37])=[O:31])[CH3:28], predict the reaction product. The product is: [CH3:38][C:33]1[C:32]([C:30]([O:29][CH2:27][CH3:28])=[O:31])=[C:36]2[N:37]=[CH:3][CH:4]=[C:5]([C:7]3[CH:12]=[CH:11][CH:10]=[C:9]([NH:13][C:14](=[O:25])[C:15]4[CH:20]=[CH:19][CH:18]=[C:17]([C:21]([F:22])([F:23])[F:24])[CH:16]=4)[CH:8]=3)[N:35]2[N:34]=1. (5) Given the reactants C[O:2][C:3](=[O:30])[C:4]1[CH:9]=[C:8]([Cl:10])[CH:7]=[CH:6][C:5]=1[CH:11]1[CH2:16][CH2:15][N:14]([CH2:17][CH2:18][N:19]2[C:24]3[CH:25]=[CH:26][CH:27]=[CH:28][C:23]=3[O:22][CH2:21][C:20]2=[O:29])[CH2:13][CH2:12]1.[OH-].[Na+].Cl, predict the reaction product. The product is: [Cl:10][C:8]1[CH:7]=[CH:6][C:5]([CH:11]2[CH2:16][CH2:15][N:14]([CH2:17][CH2:18][N:19]3[C:24]4[CH:25]=[CH:26][CH:27]=[CH:28][C:23]=4[O:22][CH2:21][C:20]3=[O:29])[CH2:13][CH2:12]2)=[C:4]([CH:9]=1)[C:3]([OH:30])=[O:2]. (6) Given the reactants [CH:1]1([N:7]([CH2:21][CH2:22][C:23]2[CH:28]=CC=C[CH:24]=2)[C:8](=[O:20])[NH:9][C:10]2[S:11][C:12]([S:15][CH2:16][C:17]([OH:19])=[O:18])=[CH:13][N:14]=2)[CH2:6][CH2:5][CH2:4]CC1.[CH:29](=O)CC(C)C.CC(C)CCN.C(OC(=O)CSC1SC(N)=NC=1)C, predict the reaction product. The product is: [CH3:29][CH:5]([CH3:4])[CH2:6][CH2:1][N:7]([CH2:21][CH2:22][CH:23]([CH3:24])[CH3:28])[C:8](=[O:20])[NH:9][C:10]1[S:11][C:12]([S:15][CH2:16][C:17]([OH:19])=[O:18])=[CH:13][N:14]=1. (7) The product is: [Cl:1][C:2]1[CH:3]=[CH:4][C:5]([C:8]([NH:16][C:17]2[NH:37][C:30]3[CH:35]=[CH:34][CH:33]=[CH:32][C:31]=3[N:36]=2)([C:19]2[CH:24]=[C:23]([C:25]([F:28])([F:27])[F:26])[CH:22]=[C:21]([F:29])[CH:20]=2)[CH2:9][C:10]2[CH:15]=[CH:14][CH:13]=[CH:12][CH:11]=2)=[N:6][CH:7]=1. Given the reactants [Cl:1][C:2]1[CH:3]=[CH:4][C:5]([C:8]([C:19]2[CH:24]=[C:23]([C:25]([F:28])([F:27])[F:26])[CH:22]=[C:21]([F:29])[CH:20]=2)([N:16]=[C:17]=S)[CH2:9][C:10]2[CH:15]=[CH:14][CH:13]=[CH:12][CH:11]=2)=[N:6][CH:7]=1.[C:30]1([NH2:37])[CH:35]=[CH:34][CH:33]=[CH:32][C:31]=1[NH2:36].CCN=C=NCCCN(C)C, predict the reaction product. (8) Given the reactants [CH3:1][C@H:2]1[O:7][C@@H:6]([CH3:8])[CH2:5][N:4]([C:9]2[C:18]([CH:19]=[O:20])=[CH:17][C:12]3[C:13]([OH:16])=[N:14][O:15][C:11]=3[C:10]=2[F:21])[CH2:3]1.[C:22]([O-])([O-])=O.[K+].[K+].CI, predict the reaction product. The product is: [CH3:1][C@H:2]1[O:7][C@@H:6]([CH3:8])[CH2:5][N:4]([C:9]2[C:18]([CH:19]=[O:20])=[CH:17][C:12]3[C:13]([O:16][CH3:22])=[N:14][O:15][C:11]=3[C:10]=2[F:21])[CH2:3]1.